Dataset: CYP2C9 substrate classification data from Carbon-Mangels et al.. Task: Regression/Classification. Given a drug SMILES string, predict its absorption, distribution, metabolism, or excretion properties. Task type varies by dataset: regression for continuous measurements (e.g., permeability, clearance, half-life) or binary classification for categorical outcomes (e.g., BBB penetration, CYP inhibition). Dataset: cyp2c9_substrate_carbonmangels. (1) The molecule is CCCSc1ccc2nc(NC(=O)OC)[nH]c2c1. The result is 1 (substrate). (2) The drug is O=c1[nH]c2ccccc2n1C1CCN(CCCC(c2ccc(F)cc2)c2ccc(F)cc2)CC1. The result is 0 (non-substrate). (3) The drug is CC(C)CN(C[C@@H](O)[C@H](Cc1ccccc1)NC(=O)O[C@H]1CCOC1)S(=O)(=O)c1ccc(N)cc1. The result is 1 (substrate).